From a dataset of Catalyst prediction with 721,799 reactions and 888 catalyst types from USPTO. Predict which catalyst facilitates the given reaction. (1) Reactant: C([O-])=O.[NH4+].[OH:5][CH2:6][C:7]1[CH:12]=[C:11]([N+:13]([O-])=O)[CH:10]=[CH:9][C:8]=1[N:16]1[CH2:21][CH2:20][N:19]([C:22]([O:24][C:25]([CH3:28])([CH3:27])[CH3:26])=[O:23])[CH2:18][CH2:17]1. Product: [NH2:13][C:11]1[CH:10]=[CH:9][C:8]([N:16]2[CH2:21][CH2:20][N:19]([C:22]([O:24][C:25]([CH3:26])([CH3:28])[CH3:27])=[O:23])[CH2:18][CH2:17]2)=[C:7]([CH2:6][OH:5])[CH:12]=1. The catalyst class is: 63. (2) Reactant: [CH2:1]([NH2:6])[C:2]([CH3:5])([CH3:4])[CH3:3].[C:7](Cl)(=[O:9])[CH3:8].C(N(CC)CC)C.C(Cl)Cl. Product: [CH2:1]([NH:6][C:7](=[O:9])[CH3:8])[C:2]([CH3:5])([CH3:4])[CH3:3]. The catalyst class is: 6. (3) Reactant: C(OC(=O)[NH:7][C@H:8]([CH2:31][C:32]1[CH:37]=[CH:36][CH:35]=[CH:34][C:33]=1[F:38])[CH2:9][C:10]([NH:12][C:13]1[C:14](=[O:30])[NH:15][C:16]2[C:21]([C:22]=1[C:23]1[CH:28]=[CH:27][C:26]([F:29])=[CH:25][CH:24]=1)=[CH:20][CH:19]=[CH:18][CH:17]=2)=[O:11])(C)(C)C.[ClH:40]. Product: [ClH:40].[NH2:7][C@H:8]([CH2:31][C:32]1[CH:37]=[CH:36][CH:35]=[CH:34][C:33]=1[F:38])[CH2:9][C:10]([NH:12][C:13]1[C:14](=[O:30])[NH:15][C:16]2[C:21]([C:22]=1[C:23]1[CH:28]=[CH:27][C:26]([F:29])=[CH:25][CH:24]=1)=[CH:20][CH:19]=[CH:18][CH:17]=2)=[O:11]. The catalyst class is: 12.